From a dataset of Forward reaction prediction with 1.9M reactions from USPTO patents (1976-2016). Predict the product of the given reaction. (1) Given the reactants [F:1][C:2]([F:22])([F:21])[O:3][C:4]1[CH:9]=[CH:8][C:7]([N:10]2[CH2:14][CH2:13][C:12]3([CH2:19][CH2:18][NH:17][CH2:16][CH2:15]3)[C:11]2=[O:20])=[CH:6][CH:5]=1.O=C(Cl)[O:25][C:26](Cl)(Cl)Cl.[CH2:31]([NH:33][CH2:34][CH3:35])[CH3:32], predict the reaction product. The product is: [CH2:31]([N:33]([CH2:34][CH3:35])[C:26]([N:17]1[CH2:16][CH2:15][C:12]2([C:11](=[O:20])[N:10]([C:7]3[CH:8]=[CH:9][C:4]([O:3][C:2]([F:1])([F:21])[F:22])=[CH:5][CH:6]=3)[CH2:14][CH2:13]2)[CH2:19][CH2:18]1)=[O:25])[CH3:32]. (2) Given the reactants C(Cl)(=O)C(Cl)=O.CS(C)=O.O[CH2:12][CH2:13][CH2:14][C@@H:15]1[CH2:19][O:18][C:17]([CH3:21])([CH3:20])[N:16]1[C:22]([O:24][C:25]([CH3:28])([CH3:27])[CH3:26])=[O:23].C(N(CC)CC)C.C1(P(=[CH:55][C:56]([O:58][CH2:59][CH3:60])=[O:57])(C2C=CC=CC=2)C2C=CC=CC=2)C=CC=CC=1, predict the reaction product. The product is: [CH2:59]([O:58][C:56](=[O:57])/[CH:55]=[CH:12]/[CH2:13][CH2:14][C@@H:15]1[CH2:19][O:18][C:17]([CH3:21])([CH3:20])[N:16]1[C:22]([O:24][C:25]([CH3:28])([CH3:27])[CH3:26])=[O:23])[CH3:60]. (3) The product is: [F:3][C:4]1[C:5]([CH2:27][OH:28])=[C:6]([C:11]2[CH:20]=[C:19]3[C:14]([CH:15]=[C:16]([NH:21][C:22]([CH:24]4[CH2:25][CH2:26]4)=[O:23])[N:17]=[CH:18]3)=[CH:13][CH:12]=2)[C:7]([CH3:10])=[CH:8][CH:9]=1. Given the reactants [BH4-].[Na+].[F:3][C:4]1[C:5]([CH:27]=[O:28])=[C:6]([C:11]2[CH:20]=[C:19]3[C:14]([CH:15]=[C:16]([NH:21][C:22]([CH:24]4[CH2:26][CH2:25]4)=[O:23])[N:17]=[CH:18]3)=[CH:13][CH:12]=2)[C:7]([CH3:10])=[CH:8][CH:9]=1, predict the reaction product. (4) Given the reactants [C:1]1(=[O:9])[C:8]2[N:4]([CH:5]=[CH:6][CH:7]=2)[CH2:3][CH2:2]1.[Br:10]N1C(=O)CCC1=O, predict the reaction product. The product is: [Br:10][C:6]1[CH:7]=[C:8]2[N:4]([CH2:3][CH2:2][C:1]2=[O:9])[CH:5]=1. (5) Given the reactants [C:1]([O:7][CH2:8][CH3:9])(=[O:6])[CH2:2][C:3]([CH3:5])=[O:4].[CH3:10][O:11][CH2:12][C:13](Cl)=[O:14], predict the reaction product. The product is: [CH2:8]([O:7][C:1](=[O:6])[CH:2]([C:3](=[O:4])[CH3:5])[C:13](=[O:14])[CH2:12][O:11][CH3:10])[CH3:9].